Task: Predict the product of the given reaction.. Dataset: Forward reaction prediction with 1.9M reactions from USPTO patents (1976-2016) (1) Given the reactants Br[CH2:2][C:3]1[C:12]2[C:7](=[C:8]([F:14])[C:9]([F:13])=[CH:10][CH:11]=2)[NH:6][C:5](=[O:15])[CH:4]=1.[C:16]1([C:22]2[NH:26][C:25]3[CH:27]=[CH:28][CH:29]=[CH:30][C:24]=3[N:23]=2)[CH:21]=[CH:20][CH:19]=[CH:18][CH:17]=1, predict the reaction product. The product is: [F:13][C:9]1[C:8]([F:14])=[C:7]2[C:12]([C:3]([CH2:2][N:23]3[C:24]4[CH:30]=[CH:29][CH:28]=[CH:27][C:25]=4[N:26]=[C:22]3[C:16]3[CH:21]=[CH:20][CH:19]=[CH:18][CH:17]=3)=[CH:4][C:5](=[O:15])[NH:6]2)=[CH:11][CH:10]=1. (2) Given the reactants [Li]CCCC.[CH3:6][N:7]1[CH:11]=[CH:10][N:9]=[CH:8]1.Cl[Si](CC)(CC)CC.[Cl:20][C:21]1[CH:22]=[C:23]([C:27]2[C:36]3[C:31](=[CH:32][CH:33]=[C:34]([C:37](=[O:47])[C:38]4[CH:43]=[CH:42][C:41]([N+:44]([O-:46])=[O:45])=[CH:40][CH:39]=4)[CH:35]=3)[N:30]([CH3:48])[C:29](=[O:49])[CH:28]=2)[CH:24]=[CH:25][CH:26]=1, predict the reaction product. The product is: [Cl:20][C:21]1[CH:22]=[C:23]([C:27]2[C:36]3[C:31](=[CH:32][CH:33]=[C:34]([C:37]([OH:47])([C:11]4[N:7]([CH3:6])[CH:8]=[N:9][CH:10]=4)[C:38]4[CH:43]=[CH:42][C:41]([N+:44]([O-:46])=[O:45])=[CH:40][CH:39]=4)[CH:35]=3)[N:30]([CH3:48])[C:29](=[O:49])[CH:28]=2)[CH:24]=[CH:25][CH:26]=1. (3) Given the reactants [CH2:1]([N:8]([C:12]1[CH:17]=[CH:16][C:15]([O:18][C:19]2[CH:24]=[CH:23][N:22]=[C:21]3[N:25](CC4C=CC(OC)=CC=4)[N:26]=[C:27]([CH3:28])[C:20]=23)=[C:14]([F:38])[CH:13]=1)[C:9](=[O:11])[CH3:10])[C:2]1[CH:7]=[CH:6][CH:5]=[CH:4][CH:3]=1.C(O)(C(F)(F)F)=O, predict the reaction product. The product is: [CH2:1]([N:8]([C:12]1[CH:17]=[CH:16][C:15]([O:18][C:19]2[CH:24]=[CH:23][N:22]=[C:21]3[NH:25][N:26]=[C:27]([CH3:28])[C:20]=23)=[C:14]([F:38])[CH:13]=1)[C:9](=[O:11])[CH3:10])[C:2]1[CH:3]=[CH:4][CH:5]=[CH:6][CH:7]=1. (4) Given the reactants [C:1]([O:5][C:6](=[O:20])[N:7]([CH2:11][C:12]1[CH:17]=[C:16]([Br:18])[CH:15]=[CH:14][C:13]=1[OH:19])[CH2:8][CH2:9]O)([CH3:4])([CH3:3])[CH3:2].C1(P(C2C=CC=CC=2)C2C=CC=CC=2)C=CC=CC=1.N(C(OC(C)C)=O)=NC(OC(C)C)=O, predict the reaction product. The product is: [Br:18][C:16]1[CH:15]=[CH:14][C:13]2[O:19][CH2:9][CH2:8][N:7]([C:6]([O:5][C:1]([CH3:4])([CH3:3])[CH3:2])=[O:20])[CH2:11][C:12]=2[CH:17]=1. (5) Given the reactants [O:1]1[C:6]2[CH:7]=[CH:8][C:9]([OH:11])=[CH:10][C:5]=2[O:4][CH2:3][CH2:2]1.C([Mg]Cl)(C)C.[F:17][C:18]1[CH:19]=[CH:20][CH:21]=[C:22]2[C:26]=1[N:25]([CH:27]([C:34]1[CH:39]=[CH:38][CH:37]=[CH:36][CH:35]=1)[C:28]1[CH:33]=[CH:32][CH:31]=[CH:30][CH:29]=1)[C:24](=[O:40])[C:23]2=[O:41].ClCCl, predict the reaction product. The product is: [C:34]1([CH:27]([C:28]2[CH:33]=[CH:32][CH:31]=[CH:30][CH:29]=2)[N:25]2[C:26]3[C:22](=[CH:21][CH:20]=[CH:19][C:18]=3[F:17])[C:23]([OH:41])([C:8]3[C:9]([OH:11])=[CH:10][C:5]4[O:4][CH2:3][CH2:2][O:1][C:6]=4[CH:7]=3)[C:24]2=[O:40])[CH:35]=[CH:36][CH:37]=[CH:38][CH:39]=1. (6) Given the reactants [Li]CCCC.[CH3:6][O:7][C:8]1[CH:17]=[CH:16][C:15]2[C:10](=[CH:11][CH:12]=[C:13](Br)[CH:14]=2)[CH:9]=1.[CH3:19][C:20](=[O:24])[CH2:21][CH2:22][CH3:23], predict the reaction product. The product is: [CH3:6][O:7][C:8]1[CH:17]=[CH:16][C:15]2[C:10](=[CH:11][CH:12]=[C:13]([C:20]([OH:24])([CH3:19])[CH2:21][CH2:22][CH3:23])[CH:14]=2)[CH:9]=1.